This data is from Catalyst prediction with 721,799 reactions and 888 catalyst types from USPTO. The task is: Predict which catalyst facilitates the given reaction. (1) Reactant: [N+:1]([C:4]1[N:5]=[CH:6][NH:7][CH:8]=1)([O-:3])=[O:2].I[CH:10]([CH3:12])[CH3:11].C([O-])([O-])=O.[K+].[K+]. Product: [CH:10]([N:7]1[CH:8]=[C:4]([N+:1]([O-:3])=[O:2])[N:5]=[CH:6]1)([CH3:12])[CH3:11]. The catalyst class is: 31. (2) The catalyst class is: 117. Product: [Cl:1][C:2]1[CH:7]=[N:6][N:5]2[C:8]([C:24]3[CH:23]=[C:22]([NH:26][C:27]([NH:29][CH2:30][C:31]([F:32])([F:33])[F:34])=[O:28])[CH:21]=[CH:20][CH:25]=3)=[CH:9][N:10]=[C:4]2[CH:3]=1. Reactant: [Cl:1][C:2]1[CH:7]=[N:6][N:5]2[C:8](I)=[CH:9][N:10]=[C:4]2[CH:3]=1.CC1(C)C(C)(C)OB([C:20]2[CH:21]=[C:22]([NH:26][C:27]([NH:29][CH2:30][C:31]([F:34])([F:33])[F:32])=[O:28])[CH:23]=[CH:24][CH:25]=2)O1.ClCCl.C(=O)([O-])[O-].[K+].[K+]. (3) Reactant: C(OC(=O)[NH:7][C@@H:8]1[CH2:12][CH2:11][N:10]([C:13]2[N:21]=[C:20]3[C:16]([N:17]=[CH:18][N:19]3[C@H:22]3[C@H:26]([OH:27])[C@H:25]([OH:28])[C@@H:24]([C:29]4[N:30]=[N:31][N:32]([CH2:34][CH3:35])[N:33]=4)[O:23]3)=[C:15]([NH:36][CH2:37][C:38]([C:47]3[CH:52]=[CH:51][C:50]([F:53])=[CH:49][CH:48]=3)([C:40]3[CH:45]=[CH:44][C:43]([F:46])=[CH:42][CH:41]=3)[OH:39])[N:14]=2)[CH2:9]1)(C)(C)C.C(O)(C(F)(F)F)=O. Product: [NH2:7][C@@H:8]1[CH2:12][CH2:11][N:10]([C:13]2[N:21]=[C:20]3[C:16]([N:17]=[CH:18][N:19]3[C@H:22]3[C@H:26]([OH:27])[C@H:25]([OH:28])[C@@H:24]([C:29]4[N:30]=[N:31][N:32]([CH2:34][CH3:35])[N:33]=4)[O:23]3)=[C:15]([NH:36][CH2:37][C:38]([C:40]3[CH:41]=[CH:42][C:43]([F:46])=[CH:44][CH:45]=3)([C:47]3[CH:52]=[CH:51][C:50]([F:53])=[CH:49][CH:48]=3)[OH:39])[N:14]=2)[CH2:9]1. The catalyst class is: 2. (4) Product: [CH2:25]([C:24]1[N:17]([CH2:18][CH2:19][CH2:20][CH2:21][CH3:22])[C:13]2[CH:14]=[CH:15][C:16]3[C:11]([C:12]=2[CH:23]=1)=[CH:10][CH:9]=[C:8]1[C:7]=3[CH:1]=[C:2]([CH2:3][CH2:4][CH2:5][CH3:6])[N:29]1[CH2:30][CH2:31][CH2:32][CH2:33][CH3:34])[CH2:26][CH2:27][CH3:28]. The catalyst class is: 16. Reactant: [C:1]([C:7]1[C:16]2[C:11](=[C:12]([C:23]#[C:24][CH2:25][CH2:26][CH2:27][CH3:28])[C:13]([NH:17][CH2:18][CH2:19][CH2:20][CH2:21][CH3:22])=[CH:14][CH:15]=2)[CH:10]=[CH:9][C:8]=1[NH:29][CH2:30][CH2:31][CH2:32][CH2:33][CH3:34])#[C:2][CH2:3][CH2:4][CH2:5][CH3:6].[OH-].[K+]. (5) Reactant: C(=O)([O-])[O-].[Cs+].[Cs+].[NH:7]1[CH:11]=[CH:10][N:9]=[N:8]1.CN(C=O)C.Cl[C:18]1[CH:23]=[C:22]([NH2:24])[CH:21]=[CH:20][N:19]=1. Product: [N:7]1[N:8]([C:18]2[CH:23]=[C:22]([NH2:24])[CH:21]=[CH:20][N:19]=2)[N:9]=[CH:10][CH:11]=1.[N:7]1([C:18]2[CH:23]=[C:22]([NH2:24])[CH:21]=[CH:20][N:19]=2)[CH:11]=[CH:10][N:9]=[N:8]1. The catalyst class is: 6.